Dataset: Forward reaction prediction with 1.9M reactions from USPTO patents (1976-2016). Task: Predict the product of the given reaction. (1) Given the reactants [CH:1]1([N:4]([CH2:15][CH3:16])[CH2:5][C:6]2[CH:11]=[CH:10][C:9]([C:12]#[CH:13])=[CH:8][C:7]=2[CH3:14])[CH2:3][CH2:2]1.[CH3:17][O:18][C:19](=[O:28])[CH2:20][C:21]1[CH:26]=[CH:25][C:24](I)=[CH:23][CH:22]=1, predict the reaction product. The product is: [CH:1]1([N:4]([CH2:5][C:6]2[CH:11]=[CH:10][C:9]([C:12]#[C:13][C:24]3[CH:25]=[CH:26][C:21]([CH2:20][C:19]([O:18][CH3:17])=[O:28])=[CH:22][CH:23]=3)=[CH:8][C:7]=2[CH3:14])[CH2:15][CH3:16])[CH2:3][CH2:2]1. (2) Given the reactants [H-].[H-].[H-].[H-].[Li+].[Al+3].[NH:7]1[C:15]2[CH2:14][CH2:13][CH2:12][CH2:11][C:10]=2[C:9]([C:16](OCC)=[O:17])=[N:8]1, predict the reaction product. The product is: [NH:7]1[C:15]2[CH2:14][CH2:13][CH2:12][CH2:11][C:10]=2[C:9]([CH2:16][OH:17])=[N:8]1. (3) The product is: [CH3:1][N:2]([CH3:13])[CH2:3][CH2:4][O:5][C:6]1[CH:11]=[CH:10][C:9]([NH:12][C:32]([C:25]2[C:26]3[N:27]=[CH:28][CH:29]=[N:30][C:31]=3[C:22]([C:16]3[C:17]([CH3:21])=[CH:18][CH:19]=[CH:20][C:15]=3[CH3:14])=[CH:23][CH:24]=2)=[O:33])=[CH:8][CH:7]=1. Given the reactants [CH3:1][N:2]([CH3:13])[CH2:3][CH2:4][O:5][C:6]1[CH:11]=[CH:10][C:9]([NH2:12])=[CH:8][CH:7]=1.[CH3:14][C:15]1[CH:20]=[CH:19][CH:18]=[C:17]([CH3:21])[C:16]=1[C:22]1[C:31]2[N:30]=[CH:29][CH:28]=[N:27][C:26]=2[C:25]([C:32](O)=[O:33])=[CH:24][CH:23]=1, predict the reaction product. (4) Given the reactants [NH2:1][C:2]1[CH:3]=[CH:4][CH:5]=[C:6]2[C:11]=1[CH2:10][CH:9]([OH:12])[CH2:8][CH2:7]2.[C:13]1([N:19]=[C:20]=[O:21])[CH:18]=[CH:17][CH:16]=[CH:15][CH:14]=1.C(OC(C)C)(C)C.CCCCCC, predict the reaction product. The product is: [C:13]1([NH:19][C:20]([NH:1][C:2]2[C:11]3[CH2:10][CH:9]([OH:12])[CH2:8][CH2:7][C:6]=3[CH:5]=[CH:4][CH:3]=2)=[O:21])[CH:18]=[CH:17][CH:16]=[CH:15][CH:14]=1. (5) Given the reactants [CH2:1]1[CH2:6][C@H:5]([C:7]([OH:9])=[O:8])[CH2:4][CH2:3][C@H:2]1[CH2:10][NH2:11].[CH3:12][CH:13]([CH3:33])[CH2:14][C:15]([O:17][CH:18]([O:22][C:23](ON1C(=O)CCC1=O)=[O:24])[CH:19]([CH3:21])[CH3:20])=[O:16], predict the reaction product. The product is: [CH3:12][CH:13]([CH3:33])[CH2:14][C:15]([O:17][CH:18]([O:22][C:23]([NH:11][CH2:10][C@H:2]1[CH2:3][CH2:4][C@H:5]([C:7]([OH:9])=[O:8])[CH2:6][CH2:1]1)=[O:24])[CH:19]([CH3:20])[CH3:21])=[O:16]. (6) Given the reactants [F:1][C:2]([Si](C)(C)C)([F:4])[F:3].[Cl:9][C:10]1[CH:15]=[C:14]([O:16][CH3:17])[CH:13]=[CH:12][C:11]=1[CH:18]([CH3:28])[C:19]([C:21]1[CH:26]=[N:25][C:24]([CH3:27])=[CH:23][N:22]=1)=[O:20].O.O.O.[F-].C([N+](CCCC)(CCCC)CCCC)CCC.CC#N, predict the reaction product. The product is: [Cl:9][C:10]1[CH:15]=[C:14]([O:16][CH3:17])[CH:13]=[CH:12][C:11]=1[CH:18]([CH3:28])[C:19]([C:21]1[CH:26]=[N:25][C:24]([CH3:27])=[CH:23][N:22]=1)([OH:20])[C:2]([F:4])([F:3])[F:1].